From a dataset of Catalyst prediction with 721,799 reactions and 888 catalyst types from USPTO. Predict which catalyst facilitates the given reaction. (1) Reactant: [Cl:1][C:2]1[CH:3]=[C:4]([CH2:9][N:10]2[C:14]([CH3:15])=[C:13]([C:16]([NH:18][C:19]3[CH:28]=[CH:27][C:22]([C:23](OC)=[O:24])=[CH:21][C:20]=3[O:29][CH3:30])=[O:17])[N:12]=[N:11]2)[CH:5]=[CH:6][C:7]=1[Cl:8].CC(C[AlH]CC(C)C)C.[NH4+].[Cl-].Cl. Product: [Cl:1][C:2]1[CH:3]=[C:4]([CH2:9][N:10]2[C:14]([CH3:15])=[C:13]([C:16]([NH:18][C:19]3[CH:28]=[CH:27][C:22]([CH2:23][OH:24])=[CH:21][C:20]=3[O:29][CH3:30])=[O:17])[N:12]=[N:11]2)[CH:5]=[CH:6][C:7]=1[Cl:8]. The catalyst class is: 20. (2) Reactant: [Cl:1][C:2]1[CH:3]=[C:4]([NH:8][C:9]2[C:13]3=[N:14][CH:15]=[CH:16][CH:17]=[C:12]3[O:11][N:10]=2)[CH:5]=[CH:6][CH:7]=1. Product: [ClH:1].[Cl:1][C:2]1[CH:3]=[C:4]([NH:8][C:9]2[C:13]3=[N:14][CH:15]=[CH:16][CH:17]=[C:12]3[O:11][N:10]=2)[CH:5]=[CH:6][CH:7]=1. The catalyst class is: 2. (3) Reactant: [CH3:1][CH:2]([CH2:4][C@H:5]([NH:36][C:37]([C@@H:39]([NH:43][C:44]([CH2:46][NH:47][C:48]([CH2:50][NH2:51])=[O:49])=[O:45])[CH:40]([CH3:42])[CH3:41])=[O:38])[C:6]([NH:8][C@H:9]([C:13]([NH:15][C@H:16]([C:22]([N:24]1[C@H:28]([C:29]([NH:31][CH2:32][C:33]([OH:35])=[O:34])=[O:30])[CH2:27][CH2:26][CH2:25]1)=[O:23])[CH2:17][CH2:18][C:19]([NH2:21])=[O:20])=[O:14])[CH:10]([CH3:12])[CH3:11])=[O:7])[CH3:3].CC(O)=O. Product: [CH3:3][CH:2]([CH2:4][C@H:5]([NH:36][C:37]([C@@H:39]([NH:43][C:44]([CH2:46][NH:47][C:48]([CH2:50][NH2:51])=[O:49])=[O:45])[CH:40]([CH3:41])[CH3:42])=[O:38])[C:6]([NH:8][C@H:9]([C:13]([NH:15][C@H:16]([C:22]([N:24]1[C@H:28]([C:29]([NH:31][CH2:32][C:33]([OH:35])=[O:34])=[O:30])[CH2:27][CH2:26][CH2:25]1)=[O:23])[CH2:17][CH2:18][C:19]([NH2:21])=[O:20])=[O:14])[CH:10]([CH3:11])[CH3:12])=[O:7])[CH3:1]. The catalyst class is: 6. (4) Reactant: [CH2:1](Br)[C:2]1[CH:7]=[CH:6][CH:5]=[CH:4][CH:3]=1.[Br:9][C:10]1[CH:15]=[CH:14][C:13]([CH2:16][CH2:17][OH:18])=[CH:12][CH:11]=1.CN(C)C=O.O. Product: [Br:9][C:10]1[CH:15]=[CH:14][C:13]([CH2:16][CH2:17][O:18][CH2:1][C:2]2[CH:7]=[CH:6][CH:5]=[CH:4][CH:3]=2)=[CH:12][CH:11]=1. The catalyst class is: 13. (5) Reactant: [O:1]=O.[Br:3][C:4]1[CH:16]=[CH:15][C:14]2[C:13]3[C:8](=[CH:9][C:10]([Br:17])=[CH:11][CH:12]=3)[CH2:7][C:6]=2[CH:5]=1.[OH-].[NH4+].[NH4+].[NH4+].[NH4+].[OH-].[OH-].[OH-].[OH-].[Na+]. Product: [Br:3][C:4]1[C:5](=[O:1])[C:6]2[C:14](=[CH:15][CH:16]=1)[C:13]1[C:8](=[CH:9][C:10]([Br:17])=[CH:11][CH:12]=1)[CH:7]=2. The catalyst class is: 11. (6) Reactant: [NH:1]1[C:9]2[C:4](=[CH:5][CH:6]=[CH:7][CH:8]=2)[C:3]([CH2:10][NH:11][C:12]2[CH:16]=[CH:15][NH:14][C:13]=2[C:17]([O:19]CC)=O)=[CH:2]1.C([N:30]=[C:31]=[S:32])(=O)C1C=CC=CC=1. Product: [NH:1]1[C:9]2[C:4](=[CH:5][CH:6]=[CH:7][CH:8]=2)[C:3]([CH2:10][N:11]2[C:12]3[CH:16]=[CH:15][NH:14][C:13]=3[C:17](=[O:19])[NH:30][C:31]2=[S:32])=[CH:2]1. The catalyst class is: 100. (7) Reactant: Cl[C:2]1[C:11]2[CH:10]=[CH:9][CH:8]=[CH:7][C:6]=2[N:5]=[C:4]2[CH2:12][CH2:13][CH2:14][C:3]=12.[NH2:15][C:16]1[CH:25]=[CH:24][C:19]([C:20]([O:22][CH3:23])=[O:21])=[CH:18][CH:17]=1.C1(O)C=CC=CC=1.[I-].[Na+]. Product: [CH3:23][O:22][C:20]([C:19]1[CH:24]=[CH:25][C:16]([NH:15][C:2]2[C:11]3[CH:10]=[CH:9][CH:8]=[CH:7][C:6]=3[N:5]=[C:4]3[CH2:12][CH2:13][CH2:14][C:3]=23)=[CH:17][CH:18]=1)=[O:21]. The catalyst class is: 813. (8) Reactant: [CH3:1][C:2]1[O:6][N:5]=[C:4]([C:7]2[CH:12]=[CH:11][CH:10]=[CH:9][CH:8]=2)[C:3]=1[C:13]([OH:15])=O.Cl.[F:17][C:18]1[CH:31]=[CH:30][C:21]([C:22]([CH:24]2[CH2:29][CH2:28][NH:27][CH2:26][CH2:25]2)=[O:23])=[CH:20][CH:19]=1.Cl.C(N=C=NCCCN(C)C)C.C(N(CC)CC)C. Product: [F:17][C:18]1[CH:31]=[CH:30][C:21]([C:22]([CH:24]2[CH2:29][CH2:28][N:27]([C:13]([C:3]3[C:4]([C:7]4[CH:8]=[CH:9][CH:10]=[CH:11][CH:12]=4)=[N:5][O:6][C:2]=3[CH3:1])=[O:15])[CH2:26][CH2:25]2)=[O:23])=[CH:20][CH:19]=1. The catalyst class is: 4. (9) Reactant: [C:1](/[C:3](=[C:7](\OCC)/[CH3:8])/[C:4](=[S:6])[NH2:5])#[N:2].[NH3:12]. Product: [NH2:12]/[C:7](/[CH3:8])=[C:3](\[C:1]#[N:2])/[C:4](=[S:6])[NH2:5]. The catalyst class is: 5.